Dataset: Full USPTO retrosynthesis dataset with 1.9M reactions from patents (1976-2016). Task: Predict the reactants needed to synthesize the given product. (1) Given the product [NH2:20][CH2:10][C:8]([C:5]1[CH:6]=[CH:7][C:2]([Cl:1])=[CH:3][CH:4]=1)([C:11]1[CH:16]=[CH:15][C:14]([I:17])=[CH:13][CH:12]=1)[OH:9], predict the reactants needed to synthesize it. The reactants are: [Cl:1][C:2]1[CH:7]=[CH:6][C:5]([C:8]2([C:11]3[CH:16]=[CH:15][C:14]([I:17])=[CH:13][CH:12]=3)[CH2:10][O:9]2)=[CH:4][CH:3]=1.CO.[NH3:20]. (2) Given the product [Cl:27][C:24]1[CH:25]=[CH:26][C:21]([N:13]2[C:12]([CH:5]([CH:6]3[CH2:11][CH2:10][CH2:9][CH2:8][CH2:7]3)[C:4]([OH:28])=[O:3])=[C:20]3[C:15]([CH:16]=[CH:17][CH:18]=[CH:19]3)=[N:14]2)=[CH:22][CH:23]=1, predict the reactants needed to synthesize it. The reactants are: C([O:3][C:4](=[O:28])[CH:5]([C:12]1[N:13]([C:21]2[CH:26]=[CH:25][C:24]([Cl:27])=[CH:23][CH:22]=2)[N:14]=[C:15]2[C:20]=1[CH:19]=[CH:18][CH:17]=[CH:16]2)[CH:6]1[CH2:11][CH2:10][CH2:9][CH2:8][CH2:7]1)C.[OH-].[Na+]. (3) Given the product [CH2:28]([C:30]1[CH:35]=[CH:34][C:33]([C:2]2[CH:3]=[N:4][C:5]([N:8]([CH3:39])[CH2:9][CH2:10][CH2:11][O:12][C:13]3[CH:14]=[C:15]4[C:19](=[CH:20][CH:21]=3)[C@H:18]([CH2:22][C:23]([OH:25])=[O:24])[CH2:17][CH2:16]4)=[N:6][CH:7]=2)=[CH:32][CH:31]=1)[CH3:29], predict the reactants needed to synthesize it. The reactants are: Br[C:2]1[CH:3]=[N:4][C:5]([NH:8][CH2:9][CH2:10][CH2:11][O:12][C:13]2[CH:14]=[C:15]3[C:19](=[CH:20][CH:21]=2)[C@H:18]([CH2:22][C:23]([O:25]CC)=[O:24])[CH2:17][CH2:16]3)=[N:6][CH:7]=1.[CH2:28]([C:30]1[CH:35]=[CH:34][C:33](B(O)O)=[CH:32][CH:31]=1)[CH3:29].[CH2:39](Cl)Cl.C([O-])([O-])=O.[Na+].[Na+].[Li+].[OH-]. (4) The reactants are: Cl[C:2]1[CH:11]=[CH:10][N:9]=[C:8]2[C:3]=1[CH:4]=[CH:5][C:6]([C:12]1[C:17]([C:18]([F:21])([F:20])[F:19])=[CH:16][CH:15]=[C:14]([O:22][CH3:23])[N:13]=1)=[N:7]2.C(=O)([O-])[O-].[Cs+].[Cs+].[NH2:30][C:31]1[N:36]=[CH:35][C:34]([C:37]([F:40])([F:39])[F:38])=[CH:33][N:32]=1.CC1(C)C2C(=C(P(C3C=CC=CC=3)C3C=CC=CC=3)C=CC=2)OC2C(P(C3C=CC=CC=3)C3C=CC=CC=3)=CC=CC1=2. Given the product [CH3:23][O:22][C:14]1[N:13]=[C:12]([C:6]2[N:7]=[C:8]3[C:3]([C:2]([NH:30][C:31]4[N:32]=[CH:33][C:34]([C:37]([F:40])([F:38])[F:39])=[CH:35][N:36]=4)=[CH:11][CH:10]=[N:9]3)=[CH:4][CH:5]=2)[C:17]([C:18]([F:21])([F:20])[F:19])=[CH:16][CH:15]=1, predict the reactants needed to synthesize it. (5) Given the product [Cl:33][CH2:32][CH2:17][C:18]1[O:19][N:25]=[C:8]([C:6]2[CH:7]=[C:2]([F:1])[CH:3]=[C:4]([C:12]([F:13])([F:14])[F:15])[CH:5]=2)[N:9]=1, predict the reactants needed to synthesize it. The reactants are: [F:1][C:2]1[CH:3]=[C:4]([C:12]([F:15])([F:14])[F:13])[CH:5]=[C:6]([CH2:8][N:9]=NO)[CH:7]=1.Cl[CH:17](C)[C:18](Cl)=[O:19].C([N:25](C(C)C)CC)(C)C.Cl[CH2:32][Cl:33].CN(C)C=O.